From a dataset of NCI-60 drug combinations with 297,098 pairs across 59 cell lines. Regression. Given two drug SMILES strings and cell line genomic features, predict the synergy score measuring deviation from expected non-interaction effect. Drug 1: C1CN(P(=O)(OC1)NCCCl)CCCl. Drug 2: N.N.Cl[Pt+2]Cl. Cell line: UO-31. Synergy scores: CSS=25.1, Synergy_ZIP=-6.55, Synergy_Bliss=-0.883, Synergy_Loewe=-38.5, Synergy_HSA=-3.76.